Dataset: Full USPTO retrosynthesis dataset with 1.9M reactions from patents (1976-2016). Task: Predict the reactants needed to synthesize the given product. The reactants are: [Cl:1][CH2:2][C:3](O)=[O:4].[CH3:6][O:7][C:8](=[O:13])[C:9]([NH2:12])([CH3:11])[CH3:10].C(N(CC)C(C)C)(C)C. Given the product [CH3:6][O:7][C:8](=[O:13])[C:9]([NH:12][C:3](=[O:4])[CH2:2][Cl:1])([CH3:11])[CH3:10], predict the reactants needed to synthesize it.